From a dataset of Forward reaction prediction with 1.9M reactions from USPTO patents (1976-2016). Predict the product of the given reaction. (1) Given the reactants [CH3:1][N:2]1[CH2:8][CH2:7][CH2:6][NH:5][CH2:4][CH2:3]1.[C:9]([C:11]1[CH:16]=[CH:15][C:14]([C:17]2[CH:18]=[N:19][N:20]([C:23]3[CH:31]=[CH:30][C:26]([C:27](O)=[O:28])=[CH:25][N:24]=3)[C:21]=2[OH:22])=[C:13]([CH3:32])[CH:12]=1)#[N:10].C(O)=O, predict the reaction product. The product is: [OH:22][C:21]1[N:20]([C:23]2[CH:31]=[CH:30][C:26]([C:27]([N:5]3[CH2:6][CH2:7][CH2:8][N:2]([CH3:1])[CH2:3][CH2:4]3)=[O:28])=[CH:25][N:24]=2)[N:19]=[CH:18][C:17]=1[C:14]1[CH:15]=[CH:16][C:11]([C:9]#[N:10])=[CH:12][C:13]=1[CH3:32]. (2) The product is: [F:8][C:9]([F:16])([F:15])[C:10]([N:1]=[C:2]1[CH:7]=[CH:6][CH:5]=[CH:4][NH:3]1)=[O:11]. Given the reactants [NH2:1][C:2]1[CH:7]=[CH:6][CH:5]=[CH:4][N:3]=1.[F:8][C:9]([F:16])([F:15])[C:10](OCC)=[O:11].C(OCC)(=O)C.O, predict the reaction product. (3) Given the reactants [Br:1][C:2]1[CH:7]=[CH:6][C:5]([NH:8][C:9]2[C:10]([CH2:19][OH:20])=[CH:11][C:12]3[NH:16][CH:15]=[N:14][C:13]=3[C:17]=2[F:18])=[C:4]([Cl:21])[CH:3]=1, predict the reaction product. The product is: [Br:1][C:2]1[CH:7]=[CH:6][C:5]([NH:8][C:9]2[C:10]([CH:19]=[O:20])=[CH:11][C:12]3[NH:16][CH:15]=[N:14][C:13]=3[C:17]=2[F:18])=[C:4]([Cl:21])[CH:3]=1. (4) Given the reactants Cl[C:2]1[N:10]=[CH:9][C:8]([CH3:11])=[CH:7][C:3]=1[C:4]([OH:6])=[O:5].C([O-])([O-])=O.[K+].[K+].CN(C=O)C.[S:23]1[CH2:28][CH2:27][CH:26]([NH2:29])[CH2:25][CH2:24]1, predict the reaction product. The product is: [CH3:11][C:8]1[CH:9]=[N:10][C:2]([NH:29][CH:26]2[CH2:27][CH2:28][S:23][CH2:24][CH2:25]2)=[C:3]([CH:7]=1)[C:4]([OH:6])=[O:5].